This data is from Full USPTO retrosynthesis dataset with 1.9M reactions from patents (1976-2016). The task is: Predict the reactants needed to synthesize the given product. (1) Given the product [CH3:14][C:11]1([CH3:15])[O:10][C@H:9]2[C@H:8]([N:16]3[CH:24]=[N:23][C:22]4[C:17]3=[N:18][CH:19]=[N:20][C:21]=4[C:42]#[C:41][C:35]3[CH:40]=[CH:39][CH:38]=[CH:37][CH:36]=3)[CH2:7][C@H:6]([CH2:5][OH:4])[C@H:13]2[O:12]1, predict the reactants needed to synthesize it. The reactants are: C([O:4][CH2:5][C@@H:6]1[C@@H:13]2[C@@H:9]([O:10][C:11]([CH3:15])([CH3:14])[O:12]2)[C@H:8]([N:16]2[CH:24]=[N:23][C:22]3[C:17]2=[N:18][CH:19]=[N:20][C:21]=3I)[CH2:7]1)(=O)C.CCN(C(C)C)C(C)C.[C:35]1([C:41]#[CH:42])[CH:40]=[CH:39][CH:38]=[CH:37][CH:36]=1.N. (2) Given the product [CH2:1]([O:8][NH:9][C@H:10]1[CH2:15][N:14]([C:16]([O:18][C:19]([CH3:21])([CH3:22])[CH3:20])=[O:17])[C@H:13]([C:23]([O:25][N:42]2[C:50](=[O:51])[C@H:49]3[C@H:44]([CH2:45][CH:46]=[CH:47][CH2:48]3)[C:43]2=[O:52])=[O:24])[CH2:12][CH2:11]1)[C:2]1[CH:3]=[CH:4][CH:5]=[CH:6][CH:7]=1, predict the reactants needed to synthesize it. The reactants are: [CH2:1]([O:8][NH:9][C@H:10]1[CH2:15][N:14]([C:16]([O:18][C:19]([CH3:22])([CH3:21])[CH3:20])=[O:17])[C@H:13]([C:23]([OH:25])=[O:24])[CH2:12][CH2:11]1)[C:2]1[CH:7]=[CH:6][CH:5]=[CH:4][CH:3]=1.ClC(OCC(C)C)=O.C(N(CC)CC)C.O[N:42]1[C:50](=[O:51])[C@H:49]2[C@H:44]([CH2:45][CH:46]=[CH:47][CH2:48]2)[C:43]1=[O:52]. (3) The reactants are: C1(P(C2C=CC=CC=2)C2C=CC=CC=2)C=CC=CC=1.BrN1C(=O)CCC1=O.[Cl:28][C:29]1[CH:30]=[C:31]([C@@H:39]([CH2:43][CH:44]2[CH2:48][CH2:47][CH2:46][CH2:45]2)[C:40]([OH:42])=O)[CH:32]=[CH:33][C:34]=1[S:35]([CH3:38])(=[O:37])=[O:36].[NH2:49][C:50]1[CH:55]=[CH:54][C:53]([CH3:56])=[CH:52][N:51]=1.N1C=CC=CC=1. Given the product [Cl:28][C:29]1[CH:30]=[C:31]([C@@H:39]([CH2:43][CH:44]2[CH2:48][CH2:47][CH2:46][CH2:45]2)[C:40]([NH:49][C:50]2[CH:55]=[CH:54][C:53]([CH3:56])=[CH:52][N:51]=2)=[O:42])[CH:32]=[CH:33][C:34]=1[S:35]([CH3:38])(=[O:36])=[O:37], predict the reactants needed to synthesize it. (4) Given the product [CH:1]1([N:4]2[C:12]3[C:7](=[C:8]([O:16][CH3:17])[CH:9]=[C:10]([C:13]([N:24]4[CH2:23][CH2:22][C:21]5([CH2:20][C:19](=[O:18])[C:33]6[C:28](=[CH:29][CH:30]=[C:31]([C:34]7[NH:35][C:36]([C:39]([NH2:41])=[O:40])=[N:37][N:38]=7)[CH:32]=6)[O:27]5)[CH2:26][CH2:25]4)=[O:15])[CH:11]=3)[CH:6]=[CH:5]2)[CH2:2][CH2:3]1, predict the reactants needed to synthesize it. The reactants are: [CH:1]1([N:4]2[C:12]3[C:7](=[C:8]([O:16][CH3:17])[CH:9]=[C:10]([C:13]([OH:15])=O)[CH:11]=3)[CH:6]=[CH:5]2)[CH2:3][CH2:2]1.[O:18]=[C:19]1[C:33]2[C:28](=[CH:29][CH:30]=[C:31]([C:34]3[NH:35][C:36]([C:39]([NH2:41])=[O:40])=[N:37][N:38]=3)[CH:32]=2)[O:27][C:21]2([CH2:26][CH2:25][NH:24][CH2:23][CH2:22]2)[CH2:20]1.C1C=CC2N(O)N=NC=2C=1.CCN=C=NCCCN(C)C. (5) Given the product [CH2:3]([O:5][C:6](=[O:20])[CH:7]([C:8]([C:10]1[C:19]2[C:14](=[CH:15][CH:16]=[CH:17][CH:18]=2)[CH:13]=[CH:12][CH:11]=1)=[O:9])[CH2:7][C:8](=[O:9])[C:10]1[CH:19]=[CH:14][CH:13]=[CH:12][CH:11]=1)[CH3:4], predict the reactants needed to synthesize it. The reactants are: [H-].[Na+].[CH2:3]([O:5][C:6](=[O:20])[CH2:7][C:8]([C:10]1[C:19]2[C:14](=[CH:15][CH:16]=[CH:17][CH:18]=2)[CH:13]=[CH:12][CH:11]=1)=[O:9])[CH3:4]. (6) Given the product [ClH:19].[Cl:19][C:16]1[CH:17]=[CH:18][C:11]2[CH2:10][CH2:9][NH:8][CH2:14][CH2:13][C:12]=2[C:15]=1[S:20][CH:21]1[CH2:28][CH2:27][O:26][CH2:30]1, predict the reactants needed to synthesize it. The reactants are: C(OC([N:8]1[CH2:14][CH2:13][C:12]2[C:15]([S:20][C:21](=O)N(C)C)=[C:16]([Cl:19])[CH:17]=[CH:18][C:11]=2[CH2:10][CH2:9]1)=O)(C)(C)C.[O:26]1[CH2:30]C[C@H:28](OS(C2C=CC(C)=CC=2)(=O)=O)[CH2:27]1. (7) Given the product [F:15][C:16]1[CH:21]=[C:20]([C:22]([OH:25])([CH3:24])[CH3:23])[CH:19]=[C:18]([F:26])[C:17]=1[C:27]1[S:31][C:30]([NH:32][C:2]2[CH:3]=[CH:4][C:5]3[N:6]([CH:8]=[C:9]([C:11]([OH:14])([CH3:13])[CH3:12])[N:10]=3)[N:7]=2)=[C:29]([C:33]([NH2:35])=[O:34])[CH:28]=1, predict the reactants needed to synthesize it. The reactants are: Cl[C:2]1[CH:3]=[CH:4][C:5]2[N:6]([CH:8]=[C:9]([C:11]([OH:14])([CH3:13])[CH3:12])[N:10]=2)[N:7]=1.[F:15][C:16]1[CH:21]=[C:20]([C:22]([OH:25])([CH3:24])[CH3:23])[CH:19]=[C:18]([F:26])[C:17]=1[C:27]1[S:31][C:30]([NH2:32])=[C:29]([C:33]([NH2:35])=[O:34])[CH:28]=1. (8) The reactants are: [CH2:1]([O:3][C:4]1[CH:5]=[C:6]([CH:12]=[CH:13][C:14]=1[F:15])[C:7]([O:9]CC)=[O:8])[CH3:2].[OH-].[Na+]. Given the product [CH2:1]([O:3][C:4]1[CH:5]=[C:6]([CH:12]=[CH:13][C:14]=1[F:15])[C:7]([OH:9])=[O:8])[CH3:2], predict the reactants needed to synthesize it. (9) Given the product [F:1][C:2]1[C:10]2[N:9]([CH2:35][C:34]([C:36]3[CH:41]=[CH:40][C:39]([F:42])=[CH:38][CH:37]=3)=[CH2:33])[C:8]3[CH2:11][CH2:12][N:13]([CH3:15])[CH2:14][C:7]=3[C:6]=2[CH:5]=[CH:4][CH:3]=1, predict the reactants needed to synthesize it. The reactants are: [F:1][C:2]1[C:10]2[NH:9][C:8]3[CH2:11][CH2:12][N:13]([CH3:15])[CH2:14][C:7]=3[C:6]=2[CH:5]=[CH:4][CH:3]=1.N1CCC[C@H]1C(O)=O.[O-]P([O-])([O-])=O.[K+].[K+].[K+].Br[CH:33]=[C:34]([C:36]1[CH:41]=[CH:40][C:39]([F:42])=[CH:38][CH:37]=1)[CH3:35].